From a dataset of Full USPTO retrosynthesis dataset with 1.9M reactions from patents (1976-2016). Predict the reactants needed to synthesize the given product. (1) Given the product [NH2:21][CH2:20][CH:16]1[CH2:17][CH2:18][CH2:19][N:14]([C:12]([C:8]2[CH:7]=[C:6]3[C:11]([C:2]([NH:29][CH2:30][C:31]4[CH:32]=[C:33]([CH:37]=[CH:38][CH:39]=4)[C:34]([NH2:36])=[NH:35])=[N:3][CH:4]=[N:5]3)=[CH:10][CH:9]=2)=[O:13])[CH2:15]1, predict the reactants needed to synthesize it. The reactants are: Cl[C:2]1[C:11]2[C:6](=[CH:7][C:8]([C:12]([N:14]3[CH2:19][CH2:18][CH2:17][CH:16]([CH2:20][NH:21]C(OC(C)(C)C)=O)[CH2:15]3)=[O:13])=[CH:9][CH:10]=2)[N:5]=[CH:4][N:3]=1.[NH2:29][CH2:30][C:31]1[CH:32]=[C:33]([CH:37]=[CH:38][CH:39]=1)[C:34]([NH2:36])=[NH:35].C(N(C(C)C)CC)(C)C.FC(F)(F)C(O)=O. (2) Given the product [C:23]([O:6][CH:4]([CH3:5])[CH2:3][CH:2]([O:7][C:14](=[O:21])[C:15]1[CH:20]=[CH:19][CH:18]=[CH:17][CH:16]=1)[CH3:1])(=[O:33])[CH:24]=[CH:25][C:26]1[CH:31]=[CH:30][CH:29]=[CH:28][CH:27]=1, predict the reactants needed to synthesize it. The reactants are: [CH3:1][CH:2]([OH:7])[CH2:3][CH:4]([OH:6])[CH3:5].N1C=CC=CC=1.[C:14](Cl)(=[O:21])[C:15]1[CH:20]=[CH:19][CH:18]=[CH:17][CH:16]=1.[CH2:23](Cl)[CH:24]=[CH:25][C:26]1[CH:31]=[CH:30][CH:29]=[CH:28][CH:27]=1.[O:33]1CCCC1. (3) The reactants are: [CH3:1][O:2][C:3]1[CH:8]=[CH:7][C:6]([CH2:9][C:10]([OH:12])=O)=[CH:5][CH:4]=1.CN(C(ON1N=NC2C=CC=NC1=2)=[N+](C)C)C.F[P-](F)(F)(F)(F)F.C(N(CC)CC)C.[NH:44]1[CH:48]=[C:47]([C:49]2[CH:50]=[C:51]3[C:56](=[CH:57][CH:58]=2)[CH:55]=[N:54][C:53]([NH2:59])=[CH:52]3)[CH:46]=[N:45]1.C([O-])([O-])=O.[K+].[K+]. Given the product [CH3:1][O:2][C:3]1[CH:4]=[CH:5][C:6]([CH2:9][C:10]([NH:59][C:53]2[N:54]=[CH:55][C:56]3[C:51]([CH:52]=2)=[CH:50][C:49]([C:47]2[CH:46]=[N:45][NH:44][CH:48]=2)=[CH:58][CH:57]=3)=[O:12])=[CH:7][CH:8]=1, predict the reactants needed to synthesize it. (4) Given the product [O:29]=[S:2]1(=[O:1])[C:8]2[CH:9]=[C:10]([OH:13])[CH:11]=[CH:12][C:7]=2[N:6]([C:14]2[CH:19]=[CH:18][C:17]([NH:20][C:35]([O:34][C:30]([CH3:33])([CH3:32])[CH3:31])=[O:36])=[CH:16][CH:15]=2)[CH2:5][C:4]([CH2:25][CH2:26][CH2:27][CH3:28])([CH2:21][CH2:22][CH2:23][CH3:24])[CH2:3]1, predict the reactants needed to synthesize it. The reactants are: [O:1]=[S:2]1(=[O:29])[C:8]2[CH:9]=[C:10]([OH:13])[CH:11]=[CH:12][C:7]=2[N:6]([C:14]2[CH:19]=[CH:18][C:17]([NH2:20])=[CH:16][CH:15]=2)[CH2:5][C:4]([CH2:25][CH2:26][CH2:27][CH3:28])([CH2:21][CH2:22][CH2:23][CH3:24])[CH2:3]1.[C:30]([O:34][C:35](O[C:35]([O:34][C:30]([CH3:33])([CH3:32])[CH3:31])=[O:36])=[O:36])([CH3:33])([CH3:32])[CH3:31]. (5) Given the product [CH2:1]([O:3][C:4]1[N:9]=[CH:8][C:7]([S:10]([N:13]2[CH2:18][CH2:17][N:16]([CH2:19][CH3:20])[CH2:15][CH2:14]2)(=[O:11])=[O:12])=[CH:6][C:5]=1[CH:21]1[NH:23][C:24]2=[C:28]([CH2:29][CH3:30])[N:27]([CH2:31][C:32]3[CH:37]=[CH:36][CH:35]=[CH:34][N:33]=3)[N:26]=[C:25]2[C:38](=[O:39])[NH:40]1)[CH3:2], predict the reactants needed to synthesize it. The reactants are: [CH2:1]([O:3][C:4]1[N:9]=[CH:8][C:7]([S:10]([N:13]2[CH2:18][CH2:17][N:16]([CH2:19][CH3:20])[CH2:15][CH2:14]2)(=[O:12])=[O:11])=[CH:6][C:5]=1[CH:21]=O)[CH3:2].[NH2:23][C:24]1[C:25]([C:38]([NH2:40])=[O:39])=[N:26][N:27]([CH2:31][C:32]2[CH:37]=[CH:36][CH:35]=[CH:34][N:33]=2)[C:28]=1[CH2:29][CH3:30].